Dataset: Forward reaction prediction with 1.9M reactions from USPTO patents (1976-2016). Task: Predict the product of the given reaction. (1) The product is: [C:1]([O:5][C:6]([N:8]1[CH2:9][C:10](=[O:13])[C:11](=[CH:16][N:17]([CH3:19])[CH3:18])[CH2:12]1)=[O:7])([CH3:4])([CH3:2])[CH3:3]. Given the reactants [C:1]([O:5][C:6]([N:8]1[CH2:12][CH2:11][C:10](=[O:13])[CH2:9]1)=[O:7])([CH3:4])([CH3:3])[CH3:2].CO[CH:16](OC)[N:17]([CH3:19])[CH3:18], predict the reaction product. (2) Given the reactants C.[CH2:2]=[CH:3][C:4]#[N:5].[CH2:6]=[CH:7][C:8]1[CH:13]=[CH:12][CH:11]=[CH:10][CH:9]=1, predict the reaction product. The product is: [CH4:2].[CH2:2]=[CH:3][C:4]#[N:5].[CH2:6]=[CH:7][C:8]1[CH:13]=[CH:12][CH:11]=[CH:10][CH:9]=1.[C:4](#[N:5])[CH:3]=[CH2:2].[CH2:6]=[CH:7][C:8]1[CH:13]=[CH:12][CH:11]=[CH:10][CH:9]=1. (3) Given the reactants CC(OI1(OC(C)=O)(OC(C)=O)OC(=O)C2C=CC=CC1=2)=O.[F:23][C:24]1[CH:25]=[CH:26][C:27]([C:30]2[CH:61]=[CH:60][C:33]([CH2:34][C:35]([NH:49][C:50](=[O:59])[O:51][CH2:52][C:53]3[CH:58]=[CH:57][CH:56]=[CH:55][CH:54]=3)([CH3:48])[C:36]([NH:38][CH2:39][CH:40]([OH:47])[CH2:41][C:42]([CH3:46])([CH3:45])[CH2:43][CH3:44])=[O:37])=[CH:32][CH:31]=2)=[N:28][CH:29]=1, predict the reaction product. The product is: [CH3:45][C:42]([CH3:46])([CH2:43][CH3:44])[CH2:41][C:40](=[O:47])[CH2:39][NH:38][C:36](=[O:37])[C:35]([NH:49][C:50](=[O:59])[O:51][CH2:52][C:53]1[CH:54]=[CH:55][CH:56]=[CH:57][CH:58]=1)([CH2:34][C:33]1[CH:32]=[CH:31][C:30]([C:27]2[CH:26]=[CH:25][C:24]([F:23])=[CH:29][N:28]=2)=[CH:61][CH:60]=1)[CH3:48]. (4) Given the reactants [OH:1][C@@H:2]1[C@H:6]([OH:7])[C@@H:5]([CH2:8][OH:9])[O:4][C@H:3]1[N:10]1[CH:15]=[CH:14][N:13]=[C:12]([C:16]([NH2:18])=[O:17])[C:11]1=[O:19].P(Cl)(Cl)([O:22][P:23](Cl)(Cl)=[O:24])=O.C(=O)(O)[O-:30].C([NH+](CC)CC)C, predict the reaction product. The product is: [CH2:3]([NH+:10]([CH2:15][CH3:14])[CH2:11][CH3:12])[CH3:2].[P:23]([O-:22])([O-:30])([O:9][CH2:8][C@@H:5]1[C@@H:6]([OH:7])[C@@H:2]([OH:1])[C@H:3]([N:10]2[CH:15]=[CH:14][N:13]=[C:12]([C:16]([NH2:18])=[O:17])[C:11]2=[O:19])[O:4]1)=[O:24]. (5) Given the reactants [Cl:1]C1C=CC(CC2C3C(=CC=CC=3)C(=O)N(C[C@H]3CCCN3CCC(O)=O)N=2)=CC=1.[Cl:31][C:32]1[CH:37]=[CH:36][C:35]([CH2:38][C:39]2[C:48]3[C:43](=[CH:44][CH:45]=[CH:46][CH:47]=3)[C:42](=[O:49])[N:41]([CH2:50][C@H:51]3[CH2:55][CH2:54][CH2:53][N:52]3[CH2:56][CH2:57][C:58]([OH:60])=O)[N:40]=2)=[CH:34][CH:33]=1.C(N(CC)CC)C.CN(C(ON1N=NC2C=CC=CC1=2)=[N+](C)C)C.[B-](F)(F)(F)F.O[NH:91][C:92](=[NH:96])[CH2:93][CH2:94][CH3:95], predict the reaction product. The product is: [ClH:1].[Cl:31][C:32]1[CH:37]=[CH:36][C:35]([CH2:38][C:39]2[C:48]3[C:43](=[CH:44][CH:45]=[CH:46][CH:47]=3)[C:42](=[O:49])[N:41]([CH2:50][C@H:51]3[CH2:55][CH2:54][CH2:53][N:52]3[CH2:56][CH2:57][C:58]3[O:60][N:96]=[C:92]([CH2:93][CH2:94][CH3:95])[N:91]=3)[N:40]=2)=[CH:34][CH:33]=1.